Predict the reaction yield, written as a fraction of the theoretical maximum amount of product (1.0 means a 100% yield; for example, 0.34 means a 34% yield). From a dataset of Reaction yield outcomes from USPTO patents with 853,638 reactions. The reactants are [C:1]([C:3]1[C:8]([C:9]2[N:13]([S:14]([C:17]3[CH:22]=[CH:21][CH:20]=[CH:19][CH:18]=3)(=[O:16])=[O:15])[CH:12]=[C:11]([CH2:23][N:24](C)[C:25](=O)OC(C)(C)C)[CH:10]=2)=[CH:7][CH:6]=[CH:5][N:4]=1)#[N:2].C(OCC)(=O)C.[ClH:39]. The catalyst is C(OCC)(=O)C.CO. The product is [ClH:39].[CH3:25][NH:24][CH2:23][C:11]1[CH:10]=[C:9]([C:8]2[C:3]([C:1]#[N:2])=[N:4][CH:5]=[CH:6][CH:7]=2)[N:13]([S:14]([C:17]2[CH:18]=[CH:19][CH:20]=[CH:21][CH:22]=2)(=[O:16])=[O:15])[CH:12]=1. The yield is 0.590.